From a dataset of Reaction yield outcomes from USPTO patents with 853,638 reactions. Predict the reaction yield, written as a fraction of the theoretical maximum amount of product (1.0 means a 100% yield; for example, 0.34 means a 34% yield). (1) The reactants are [CH3:1][O:2][C:3](=[O:13])[C:4]1[CH:9]=[CH:8][C:7]([O:10][CH3:11])=[N:6][C:5]=1Cl.[CH:14]1([SH:19])[CH2:18][CH2:17][CH2:16][CH2:15]1. No catalyst specified. The product is [CH3:1][O:2][C:3](=[O:13])[C:4]1[CH:9]=[CH:8][C:7]([O:10][CH3:11])=[N:6][C:5]=1[S:19][CH:14]1[CH2:18][CH2:17][CH2:16][CH2:15]1. The yield is 0.770. (2) The yield is 0.870. The reactants are [Br:1][CH2:2][C:3](=O)[C@@H:4]([NH:15]C(=O)OC(C)(C)C)[CH2:5][C:6]1[CH:11]=[CH:10][C:9]([N+:12]([O-:14])=[O:13])=[CH:8][CH:7]=1.[S:24]1[CH:28]=[CH:27][CH:26]=[C:25]1[C:29](=[S:31])[NH2:30].C(OCC)C. The catalyst is CC#N. The product is [BrH:1].[N+:12]([C:9]1[CH:8]=[CH:7][C:6]([CH2:5][C@@H:4]([C:3]2[N:30]=[C:29]([C:25]3[S:24][CH:28]=[CH:27][CH:26]=3)[S:31][CH:2]=2)[NH2:15])=[CH:11][CH:10]=1)([O-:14])=[O:13]. (3) The product is [Br:1][C:2]1[CH:3]=[CH:4][C:5]([S:9]([NH:13][C:14]2[C:15]([CH3:21])=[N:16][N:17]([CH3:20])[C:18]=2[CH3:19])(=[O:11])=[O:10])=[C:6]([Cl:8])[CH:7]=1. The reactants are [Br:1][C:2]1[CH:7]=[C:6]([Cl:8])[C:5]([S:9](Cl)(=[O:11])=[O:10])=[CH:4][CH:3]=1.[NH2:13][C:14]1[C:15]([CH3:21])=[N:16][N:17]([CH3:20])[C:18]=1[CH3:19]. The yield is 0.620. The catalyst is N1C=CC=CC=1. (4) The reactants are C(O[C:4]([C:6]1[C:7]([N:19]([CH2:21][CH3:22])[CH3:20])=[N:8][C:9]([N:13]2[CH2:18][CH2:17][O:16][CH2:15][CH2:14]2)=[CH:10][C:11]=1[CH3:12])=[O:5])C.[F:23][C:24]1[CH:31]=[CH:30][C:27]([CH2:28][NH2:29])=[CH:26][CH:25]=1.C[Al](C)C.[OH-].[Na+]. The catalyst is C1(C)C=CC=CC=1.O.CCOC(C)=O. The product is [CH2:21]([N:19]([CH3:20])[C:7]1[C:6]([C:4]([NH:29][CH2:28][C:27]2[CH:30]=[CH:31][C:24]([F:23])=[CH:25][CH:26]=2)=[O:5])=[C:11]([CH3:12])[CH:10]=[C:9]([N:13]2[CH2:14][CH2:15][O:16][CH2:17][CH2:18]2)[N:8]=1)[CH3:22]. The yield is 0.400. (5) The reactants are C(OC([NH:8][C@@H:9]1[CH2:13][CH2:12][N:11]([C:14]2[N:19]3[N:20]=[CH:21][CH:22]=[C:18]3[N:17]=[C:16]([CH3:23])[C:15]=2[CH:24]([CH2:30][CH2:31][CH3:32])[C:25]([O:27][CH2:28][CH3:29])=[O:26])[CH2:10]1)=O)(C)(C)C.FC(F)(F)C(O)=O.C1(C)C=CC=CC=1.[Cl:47][C:48]1[CH:53]=[CH:52][C:51]([S:54](Cl)(=[O:56])=[O:55])=[CH:50][CH:49]=1. The catalyst is ClCCl.ClCCl.C(N(CC)CC)C. The product is [Cl:47][C:48]1[CH:53]=[CH:52][C:51]([S:54]([NH:8][C@@H:9]2[CH2:13][CH2:12][N:11]([C:14]3[N:19]4[N:20]=[CH:21][CH:22]=[C:18]4[N:17]=[C:16]([CH3:23])[C:15]=3[CH:24]([CH2:30][CH2:31][CH3:32])[C:25]([O:27][CH2:28][CH3:29])=[O:26])[CH2:10]2)(=[O:56])=[O:55])=[CH:50][CH:49]=1. The yield is 0.670. (6) The reactants are [F:1][C:2]1[CH:3]=[CH:4][CH:5]=[C:6]2[C:11]=1[N:10]=[CH:9][C:8](I)=[CH:7]2.[Cl:13][C:14]1[CH:19]=[CH:18][C:17]([S:20]([O-:22])=[O:21])=[CH:16][CH:15]=1.[Na+].C(=O)([O-])[O-].[K+].[K+].CNCCNC. The catalyst is O.[Cu]I.CS(C)=O. The product is [Cl:13][C:14]1[CH:19]=[CH:18][C:17]([S:20]([C:8]2[CH:9]=[N:10][C:11]3[C:6]([CH:7]=2)=[CH:5][CH:4]=[CH:3][C:2]=3[F:1])(=[O:22])=[O:21])=[CH:16][CH:15]=1. The yield is 0.330. (7) The reactants are [BH4-].[Na+].[Br:3][C:4]1[CH:5]=[C:6]([CH:9]=[CH:10][CH:11]=1)[CH:7]=[O:8]. The catalyst is CCO. The product is [Br:3][C:4]1[CH:5]=[C:6]([CH2:7][OH:8])[CH:9]=[CH:10][CH:11]=1. The yield is 0.998.